Dataset: Peptide-MHC class II binding affinity with 134,281 pairs from IEDB. Task: Regression. Given a peptide amino acid sequence and an MHC pseudo amino acid sequence, predict their binding affinity value. This is MHC class II binding data. (1) The peptide sequence is PAKVDVLLAQSLKLADVLKF. The MHC is DRB1_0401 with pseudo-sequence DRB1_0401. The binding affinity (normalized) is 0.466. (2) The peptide sequence is RQAEPSLYGRHNCRC. The MHC is DRB4_0101 with pseudo-sequence DRB4_0103. The binding affinity (normalized) is 0.0900. (3) The peptide sequence is PTPVNIIGRNMLTQIGC. The MHC is DRB1_0301 with pseudo-sequence DRB1_0301. The binding affinity (normalized) is 0.170. (4) The peptide sequence is LESDMIIPKSLAGPI. The MHC is DRB1_1101 with pseudo-sequence DRB1_1101. The binding affinity (normalized) is 0.152. (5) The peptide sequence is YDEPMTPGQCNMVVE. The MHC is DRB1_1501 with pseudo-sequence DRB1_1501. The binding affinity (normalized) is 0.262. (6) The peptide sequence is AFKVAATMANAAPAN. The MHC is DRB1_0701 with pseudo-sequence DRB1_0701. The binding affinity (normalized) is 0.760. (7) The peptide sequence is ITKGKVDPTDYFRNE. The MHC is DRB1_0802 with pseudo-sequence DRB1_0802. The binding affinity (normalized) is 0.111.